This data is from Full USPTO retrosynthesis dataset with 1.9M reactions from patents (1976-2016). The task is: Predict the reactants needed to synthesize the given product. (1) Given the product [Cl:1][C:2]1[CH:7]=[CH:6][C:5]([N:8]2[C:9]3=[N:10][CH:11]=[CH:12][CH:13]=[C:14]3[N:15]=[C:16]2[C:17]([O:19][CH2:20][CH3:21])=[O:18])=[CH:4][CH:3]=1, predict the reactants needed to synthesize it. The reactants are: [Cl:1][C:2]1[CH:7]=[CH:6][C:5]([NH:8][C:9]2[C:14]([NH2:15])=[CH:13][CH:12]=[CH:11][N:10]=2)=[CH:4][CH:3]=1.[C:16](OCC)(=O)[C:17]([O:19][CH2:20][CH3:21])=[O:18]. (2) Given the product [Cl:1][C:2]1[CH:22]=[CH:21][CH:20]=[CH:19][C:3]=1[O:4][CH2:5][C@H:6]1[CH2:10][C@H:9]([F:11])[CH2:8][NH:7]1, predict the reactants needed to synthesize it. The reactants are: [Cl:1][C:2]1[CH:22]=[CH:21][CH:20]=[CH:19][C:3]=1[O:4][CH2:5][C@H:6]1[CH2:10][C@H:9]([F:11])[CH2:8][N:7]1C(OC(C)(C)C)=O.Cl.C(=O)([O-])O.[Na+]. (3) Given the product [CH3:30][N:21]([C:15]1[CH:16]=[CH:17][CH:18]=[C:19]2[C:14]=1[NH:13][C:12]([C:10]1[S:11][CH:7]([CH2:6][CH2:5][N:4]3[CH2:3][CH2:2][O:1][CH2:32][C:33]3=[O:34])[CH2:8][N:9]=1)=[CH:20]2)[S:22]([C:25]1[S:26][CH:27]=[CH:28][CH:29]=1)(=[O:24])=[O:23], predict the reactants needed to synthesize it. The reactants are: [OH:1][CH2:2][CH2:3][NH:4][CH2:5][CH2:6][CH:7]1[S:11][C:10]([C:12]2[NH:13][C:14]3[C:19]([CH:20]=2)=[CH:18][CH:17]=[CH:16][C:15]=3[N:21]([CH3:30])[S:22]([C:25]2[S:26][CH:27]=[CH:28][CH:29]=2)(=[O:24])=[O:23])=[N:9][CH2:8]1.Cl[CH2:32][C:33](Cl)=[O:34].[OH-].[Na+].Cl. (4) Given the product [CH:17]1([C:6]2([OH:5])[CH2:9][N:8]([C:10]([O:12][C:13]([CH3:15])([CH3:14])[CH3:16])=[O:11])[CH2:7]2)[CH2:18][CH2:19][CH2:20][CH2:21][CH2:22]1, predict the reactants needed to synthesize it. The reactants are: C(O)(=O)C.[OH:5][C:6]1([C:17]2[CH:22]=[CH:21][CH:20]=[CH:19][CH:18]=2)[CH2:9][N:8]([C:10]([O:12][C:13]([CH3:16])([CH3:15])[CH3:14])=[O:11])[CH2:7]1.[H][H].